Dataset: Reaction yield outcomes from USPTO patents with 853,638 reactions. Task: Predict the reaction yield, written as a fraction of the theoretical maximum amount of product (1.0 means a 100% yield; for example, 0.34 means a 34% yield). (1) The reactants are [C:1]([O:5][C:6]([N:8]1[CH2:14][CH2:13][C:12](=[O:15])[NH:11][CH2:10][CH2:9]1)=[O:7])([CH3:4])([CH3:3])[CH3:2].[H-].[Na+].Cl[CH2:19][CH2:20][CH2:21][N:22]1[CH2:27][CH2:26][CH2:25][CH2:24][CH2:23]1.Cl.ClCCCN1CCCCC1. The catalyst is CN(C)C(=O)C.C1(C)C=CC=CC=1.[OH-].[Na+]. The product is [C:1]([O:5][C:6]([N:8]1[CH2:14][CH2:13][C:12](=[O:15])[N:11]([CH2:19][CH2:20][CH2:21][N:22]2[CH2:27][CH2:26][CH2:25][CH2:24][CH2:23]2)[CH2:10][CH2:9]1)=[O:7])([CH3:4])([CH3:2])[CH3:3]. The yield is 0.900. (2) The catalyst is CO.[Pd]. The reactants are C(OC([N:11]1[CH2:14][CH2:13][C@H:12]1[CH2:15][O:16][C:17]1[CH:18]=[C:19]([N:23]2[CH2:28][CH:27]3[CH:25]([CH2:26]3)[CH2:24]2)[CH:20]=[N:21][CH:22]=1)=O)C1C=CC=CC=1.[C:29]([OH:38])(=[O:37])[C@@H:30]([C@H:32]([C:34]([OH:36])=[O:35])[OH:33])[OH:31]. The product is [C:34]([C@@H:32]([C@H:30]([C:29]([OH:38])=[O:37])[OH:31])[OH:33])([OH:36])=[O:35].[NH:11]1[CH2:14][CH2:13][C@H:12]1[CH2:15][O:16][C:17]1[CH:18]=[C:19]([N:23]2[CH2:24][CH:25]3[CH:27]([CH2:26]3)[CH2:28]2)[CH:20]=[N:21][CH:22]=1. The yield is 0.910. (3) The reactants are [CH2:1]([O:8][C:9]1[CH:10]=[CH:11][C:12]([Br:16])=[C:13]([OH:15])[CH:14]=1)[C:2]1[CH:7]=[CH:6][CH:5]=[CH:4][CH:3]=1.C(=O)([O-])[O-].[K+].[K+].Br[CH2:24][C:25]([CH3:27])=[CH2:26]. The catalyst is CN(C=O)C. The product is [CH2:1]([O:8][C:9]1[CH:10]=[CH:11][C:12]([Br:16])=[C:13]([O:15][CH2:26][C:25]([CH3:27])=[CH2:24])[CH:14]=1)[C:2]1[CH:3]=[CH:4][CH:5]=[CH:6][CH:7]=1. The yield is 0.940. (4) The reactants are [CH2:1]([O:3][C:4](=[O:38])[C:5]1[CH:10]=[CH:9][C:8]([N:11]2[CH:15]=[C:14]([C:16]3[CH:21]=[CH:20][C:19]([Cl:22])=[CH:18][C:17]=3[Cl:23])[N:13]=[C:12]2[CH2:24][C:25]2[CH:30]=[CH:29][C:28]([C:31]3[CH:36]=[CH:35][C:34]([OH:37])=[CH:33][CH:32]=3)=[CH:27][CH:26]=2)=[CH:7][CH:6]=1)[CH3:2].Br[CH2:40][CH2:41][CH2:42][C:43]([F:46])([F:45])[F:44]. No catalyst specified. The product is [CH2:1]([O:3][C:4](=[O:38])[C:5]1[CH:6]=[CH:7][C:8]([N:11]2[CH:15]=[C:14]([C:16]3[CH:21]=[CH:20][C:19]([Cl:22])=[CH:18][C:17]=3[Cl:23])[N:13]=[C:12]2[CH2:24][C:25]2[CH:30]=[CH:29][C:28]([C:31]3[CH:32]=[CH:33][C:34]([O:37][CH2:40][CH2:41][CH2:42][C:43]([F:46])([F:45])[F:44])=[CH:35][CH:36]=3)=[CH:27][CH:26]=2)=[CH:9][CH:10]=1)[CH3:2]. The yield is 0.670.